From a dataset of Blood-brain barrier permeability classification from the B3DB database. Regression/Classification. Given a drug SMILES string, predict its absorption, distribution, metabolism, or excretion properties. Task type varies by dataset: regression for continuous measurements (e.g., permeability, clearance, half-life) or binary classification for categorical outcomes (e.g., BBB penetration, CYP inhibition). Dataset: b3db_classification. The molecule is CCC(=O)OC1(C(=O)COC)C(C)CC2C3CCC4=CC(=O)C=CC4(C)C3(F)C(O)CC21C. The result is 1 (penetrates BBB).